Dataset: Reaction yield outcomes from USPTO patents with 853,638 reactions. Task: Predict the reaction yield, written as a fraction of the theoretical maximum amount of product (1.0 means a 100% yield; for example, 0.34 means a 34% yield). The reactants are [CH3:1][N:2]1[CH2:7][CH2:6][NH:5][CH2:4][C:3]1=[O:8].[C:9]([O:13][C:14]([N:16]1[CH2:19][C:18](=O)[CH2:17]1)=[O:15])([CH3:12])([CH3:11])[CH3:10].C(O[BH-](OC(=O)C)OC(=O)C)(=O)C.[Na+]. The catalyst is ClCCCl. The product is [C:9]([O:13][C:14]([N:16]1[CH2:19][CH:18]([N:5]2[CH2:6][CH2:7][N:2]([CH3:1])[C:3](=[O:8])[CH2:4]2)[CH2:17]1)=[O:15])([CH3:12])([CH3:10])[CH3:11]. The yield is 0.700.